Dataset: Forward reaction prediction with 1.9M reactions from USPTO patents (1976-2016). Task: Predict the product of the given reaction. (1) Given the reactants C([Li])CCC.CC1(C)CCCC(C)(C)N1.[F:16][C:17]1[CH:22]=[CH:21][CH:20]=[CH:19][C:18]=1[C:23]1[C:24]([C:29]#[N:30])=[CH:25][CH:26]=[CH:27][CH:28]=1.[B:31](OC)([O:34]C)[O:32]C.Cl, predict the reaction product. The product is: [C:29]([C:24]1[CH:25]=[CH:26][CH:27]=[CH:28][C:23]=1[C:18]1[CH:19]=[CH:20][CH:21]=[C:22]([B:31]([OH:34])[OH:32])[C:17]=1[F:16])#[N:30]. (2) Given the reactants [CH3:1][O:2][C:3]([C:5]([CH3:48])([CH3:47])[CH2:6][O:7][C:8]([N:10]1[C:19]2[C:14](=[N:15][C:16]([O:20][CH3:21])=[CH:17][CH:18]=2)[C@@H:13]([NH:22][C:23]2[N:28]=[C:27]([CH2:29][C:30]3[CH:35]=[C:34]([C:36]([F:39])([F:38])[F:37])[CH:33]=[C:32]([C:40]([F:43])([F:42])[F:41])[CH:31]=3)[C:26](Br)=[CH:25][N:24]=2)[CH2:12][C@H:11]1[CH2:45][CH3:46])=[O:9])=[O:4].ClCCl.C([O-])(=[O:54])C.[K+].B1(B2OC(C)(C)C(C)(C)O2)OC(C)(C)C(C)(C)O1, predict the reaction product. The product is: [CH3:1][O:2][C:3]([C:5]([CH3:48])([CH3:47])[CH2:6][O:7][C:8]([N:10]1[C:19]2[C:14](=[N:15][C:16]([O:20][CH3:21])=[CH:17][CH:18]=2)[C@@H:13]([NH:22][C:23]2[N:28]=[C:27]([CH2:29][C:30]3[CH:35]=[C:34]([C:36]([F:39])([F:38])[F:37])[CH:33]=[C:32]([C:40]([F:43])([F:42])[F:41])[CH:31]=3)[C:26]([OH:54])=[CH:25][N:24]=2)[CH2:12][C@H:11]1[CH2:45][CH3:46])=[O:9])=[O:4]. (3) Given the reactants [BH4-].[Na+].C([O:5][C:6](=O)[CH2:7][O:8][C:9]1[C:14]([CH3:15])=[CH:13][C:12]([Br:16])=[CH:11][C:10]=1[CH3:17])C.O1CCCC1.C(O)C, predict the reaction product. The product is: [Br:16][C:12]1[CH:11]=[C:10]([CH3:17])[C:9]([O:8][CH2:7][CH2:6][OH:5])=[C:14]([CH3:15])[CH:13]=1. (4) Given the reactants [N+](C1C=CC([N:10]([CH2:16][CH2:17][NH:18][C:19](=[O:41])[CH2:20][CH2:21]/[CH:22]=[CH:23]\[CH2:24]/[CH:25]=[CH:26]\[CH2:27]/[CH:28]=[CH:29]\[CH2:30]/[CH:31]=[CH:32]\[CH2:33]/[CH:34]=[CH:35]\[CH2:36]/[CH:37]=[CH:38]\[CH2:39][CH3:40])[P:11](=[O:15])([O-:14])[O:12][CH3:13])=CC=1)([O-])=O.C([Mg]Cl)(C)(C)C.[CH3:48][C:49]1[C:55](=[O:56])[NH:54][C:52](=[O:53])[N:51]([C@@H:57]2[O:61][C@H:60]([CH2:62]O)[C@@H:59]([N:64]=[N+:65]=[N-:66])[CH2:58]2)[CH:50]=1, predict the reaction product. The product is: [C:19]([NH:18][CH2:17][CH2:16][NH:10][P:11](=[O:15])([O:12][CH3:13])[O:14][CH2:62][C@@H:60]1[C@@H:59]([N:64]=[N+:65]=[N-:66])[CH2:58][C@@H:57]([N:51]2[CH:50]=[C:49]([CH3:48])[C:55](=[O:56])[NH:54][C:52]2=[O:53])[O:61]1)(=[O:41])[CH2:20][CH2:21]/[CH:22]=[CH:23]\[CH2:24]/[CH:25]=[CH:26]\[CH2:27]/[CH:28]=[CH:29]\[CH2:30]/[CH:31]=[CH:32]\[CH2:33]/[CH:34]=[CH:35]\[CH2:36]/[CH:37]=[CH:38]\[CH2:39][CH3:40]. (5) Given the reactants [CH3:1][O:2][C:3]([C:5]1[CH:14]=[C:13]2[C:8]([CH:9]=[CH:10][C:11]([C:15]([F:18])([F:17])[F:16])=[N:12]2)=[C:7](OS(C(F)(F)F)(=O)=O)[C:6]=1[N+:27]([O-:29])=[O:28])=[O:4].C([SiH](CC)CC)C, predict the reaction product. The product is: [CH3:1][O:2][C:3]([C:5]1[CH:14]=[C:13]2[C:8]([CH:9]=[CH:10][C:11]([C:15]([F:17])([F:18])[F:16])=[N:12]2)=[CH:7][C:6]=1[N+:27]([O-:29])=[O:28])=[O:4]. (6) Given the reactants C[O:2][C:3](=[O:18])/[CH:4]=[CH:5]/[C:6]1[CH:11]=[C:10]([Cl:12])[CH:9]=[CH:8][C:7]=1[N:13]1[CH:17]=[N:16][N:15]=[N:14]1.[OH-].[Na+].Cl, predict the reaction product. The product is: [Cl:12][C:10]1[CH:9]=[CH:8][C:7]([N:13]2[CH:17]=[N:16][N:15]=[N:14]2)=[C:6](/[CH:5]=[CH:4]/[C:3]([OH:18])=[O:2])[CH:11]=1. (7) Given the reactants C([N:8]([CH2:19][CH2:20][C:21]1[CH:26]=[CH:25][C:24]([S:27]([C:30]2[CH:38]=[CH:37][C:33]([C:34]([O-:36])=[O:35])=[C:32]([F:39])[CH:31]=2)(=[O:29])=[O:28])=[CH:23][CH:22]=1)[CH2:9][C@@H:10]([C:12]1[CH:17]=[CH:16][CH:15]=[C:14]([Cl:18])[CH:13]=1)[OH:11])C1C=CC=CC=1.[CH2:40](O)[CH3:41], predict the reaction product. The product is: [ClH:18].[Cl:18][C:14]1[CH:13]=[C:12]([C@@H:10]([OH:11])[CH2:9][NH:8][CH2:19][CH2:20][C:21]2[CH:22]=[CH:23][C:24]([S:27]([C:30]3[CH:38]=[CH:37][C:33]([C:34]([O:36][CH2:40][CH3:41])=[O:35])=[C:32]([F:39])[CH:31]=3)(=[O:28])=[O:29])=[CH:25][CH:26]=2)[CH:17]=[CH:16][CH:15]=1. (8) Given the reactants [C:1]([NH:4][C@:5]1([C@@H:54]([CH2:56][CH3:57])[CH3:55])[CH2:9][CH2:8][N:7]([C@@H:10]([CH2:45][CH2:46][C:47]2[CH:52]=[CH:51][CH:50]=[CH:49][CH:48]=2)[C:11]([NH:13][C@@H:14]([CH2:36][C:37]2[CH:42]=[C:41]([F:43])[CH:40]=[C:39]([F:44])[CH:38]=2)[C@@H:15]([C@H:17]2CCCC[N:18]2[CH:23](C2C=CC=CC=2)[C:24]2[CH:29]=CC=CC=2)[OH:16])=[O:12])[C:6]1=[O:53])(=[O:3])[CH3:2].FC1C=C(C=C(F)C=1)C[C@H]1[C@@H]([C@H]2C[C@@H]([O:73][C:74]3[CH:79]=[CH:78][CH:77]=[CH:76][N:75]=3)CN2C(C2C=CC=CC=2)C2C=CC=CC=2)OC(=O)N1.C1(P(C2C=CC=CC=2)C2C=CC=CC=2)C=CC=CC=1.CCOC(/N=N/C(OCC)=O)=O.FC1C=C(C=C(F)C=1)C[C@H]1[C@@H]([C@H]2C[C@H](O)CN2C(C2C=CC=CC=2)C2C=CC=CC=2)OC(=O)N1.OC1C=CC=CN=1, predict the reaction product. The product is: [C:1]([NH:4][C@:5]1([C@@H:54]([CH2:56][CH3:57])[CH3:55])[CH2:9][CH2:8][N:7]([C@@H:10]([CH2:45][CH2:46][C:47]2[CH:48]=[CH:49][CH:50]=[CH:51][CH:52]=2)[C:11]([NH:13][C@@H:14]([CH2:36][C:37]2[CH:38]=[C:39]([F:44])[CH:40]=[C:41]([F:43])[CH:42]=2)[C@H:15]([OH:16])[C@H:17]2[CH2:29][C@@H:24]([O:73][C:74]3[CH:79]=[CH:78][CH:77]=[CH:76][N:75]=3)[CH2:23][NH:18]2)=[O:12])[C:6]1=[O:53])(=[O:3])[CH3:2].